The task is: Regression/Classification. Given a drug SMILES string, predict its absorption, distribution, metabolism, or excretion properties. Task type varies by dataset: regression for continuous measurements (e.g., permeability, clearance, half-life) or binary classification for categorical outcomes (e.g., BBB penetration, CYP inhibition). Dataset: cyp3a4_veith.. This data is from CYP3A4 inhibition data for predicting drug metabolism from PubChem BioAssay. (1) The drug is CCOC(=O)c1ccc(-c2ccc(/C=C(\C#N)C(=O)NCC3CCCO3)o2)cc1. The result is 1 (inhibitor). (2) The drug is OC(COCc1ccccc1)Cn1cnc2ccccc21. The result is 1 (inhibitor). (3) The drug is O=C(O)c1nn(-c2ccccc2-c2n[nH]c(=O)[nH]c2=O)c(=O)[nH]c1=O. The result is 0 (non-inhibitor).